Dataset: Cav3 T-type calcium channel HTS with 100,875 compounds. Task: Binary Classification. Given a drug SMILES string, predict its activity (active/inactive) in a high-throughput screening assay against a specified biological target. (1) The compound is S(c1n(CCOC)c(nn1)c1occc1)CC(=O)c1cc2OCCOc2cc1. The result is 0 (inactive). (2) The drug is S(c1nc2CCCc2cc1C#N)CC(C)=C. The result is 0 (inactive). (3) The drug is S(CC(=O)Nc1cc(OC)c(NC(=O)C)cc1)c1nc(N)c(cn1)C(OCC)=O. The result is 0 (inactive). (4) The compound is O=c1n(c2c3c(c1NCCc1ccccc1)c1c(c(=O)c3ccc2)cccc1)C. The result is 1 (active).